Dataset: Reaction yield outcomes from USPTO patents with 853,638 reactions. Task: Predict the reaction yield, written as a fraction of the theoretical maximum amount of product (1.0 means a 100% yield; for example, 0.34 means a 34% yield). (1) The reactants are [NH2:1][C:2]1[C:7]([C:8]#[N:9])=[C:6]([NH:10][C@H:11]([C:13]2[N:17]([CH:18]3[CH2:20][CH2:19]3)[C:16]3[C:21](Br)=[C:22]([F:25])[CH:23]=[CH:24][C:15]=3[N:14]=2)[CH3:12])[N:5]=[CH:4][N:3]=1.[C:27]1(B(O)O)[CH:32]=[CH:31][CH:30]=[CH:29][CH:28]=1.C(=O)([O-])[O-].[Cs+].[Cs+]. The catalyst is O1CCOCC1.O.C1C=CC([P]([Pd]([P](C2C=CC=CC=2)(C2C=CC=CC=2)C2C=CC=CC=2)([P](C2C=CC=CC=2)(C2C=CC=CC=2)C2C=CC=CC=2)[P](C2C=CC=CC=2)(C2C=CC=CC=2)C2C=CC=CC=2)(C2C=CC=CC=2)C2C=CC=CC=2)=CC=1. The product is [NH2:1][C:2]1[C:7]([C:8]#[N:9])=[C:6]([NH:10][C@H:11]([C:13]2[N:17]([CH:18]3[CH2:20][CH2:19]3)[C:16]3[C:21]([C:27]4[CH:32]=[CH:31][CH:30]=[CH:29][CH:28]=4)=[C:22]([F:25])[CH:23]=[CH:24][C:15]=3[N:14]=2)[CH3:12])[N:5]=[CH:4][N:3]=1. The yield is 0.150. (2) The reactants are [Cl:1][C:2]1[C:7]([CH2:8][OH:9])=[CH:6][CH:5]=[C:4]([C:10]([F:13])([F:12])[F:11])[N:3]=1.[Cr](Cl)([O-])(=O)=O.[NH+]1C=CC=CC=1. The catalyst is ClCCl. The product is [Cl:1][C:2]1[N:3]=[C:4]([C:10]([F:13])([F:11])[F:12])[CH:5]=[CH:6][C:7]=1[CH:8]=[O:9]. The yield is 0.883. (3) The reactants are [CH3:1][C:2]1[CH:3]=[C:4]([C:9]2[CH:10]=[CH:11][C:12]([NH2:16])=[C:13]([CH3:15])[CH:14]=2)[CH:5]=[CH:6][C:7]=1[NH2:8].I[C:18]1[CH:19]=[C:20]([CH3:24])[CH:21]=[CH:22][CH:23]=1.[CH3:25][C:26]([CH3:29])([O-])[CH3:27].[K+].[C:40](P([C:40]([CH3:43])([CH3:42])[CH3:41])[C:40]([CH3:43])([CH3:42])[CH3:41])([CH3:43])([CH3:42])[CH3:41]. The catalyst is C([O-])(=O)C.[Pd+2].C([O-])(=O)C.O.C1(C)C(C)=CC=CC=1. The product is [CH3:15][C:13]1[CH:14]=[C:9]([C:4]2[CH:5]=[CH:6][C:7]([N:8]([C:11]3[CH:43]=[C:40]([CH3:41])[CH:42]=[CH:13][CH:12]=3)[C:6]3[CH:7]=[C:2]([CH3:1])[CH:3]=[CH:4][CH:5]=3)=[C:2]([CH3:1])[CH:3]=2)[CH:10]=[CH:11][C:12]=1[N:16]([C:10]1[CH:25]=[C:26]([CH3:29])[CH:27]=[CH:14][CH:9]=1)[C:18]1[CH:19]=[C:20]([CH3:24])[CH:21]=[CH:22][CH:23]=1. The yield is 0.850. (4) The reactants are Br[C:2]1([F:20])[CH:19]=[CH:18][C:5]([C:6]([NH:8][CH:9]2[CH2:17][C:16]3[C:11](=[CH:12][CH:13]=[CH:14][CH:15]=3)[CH2:10]2)=[O:7])=[CH:4][CH2:3]1.[F:21][C:22]1[CH:29]=[CH:28][C:25]([CH:26]=[CH2:27])=[CH:24][CH:23]=1.Cl. The catalyst is C(N(CC)CC)C.C([O-])(=O)C.[Pd+2].C([O-])(=O)C.C1(C)C=CC=CC=1P(C1C=CC=CC=1C)C1C=CC=CC=1C. The product is [F:20][C:2]1[CH:19]=[CH:18][C:5]([C:6]([NH:8][CH:9]2[CH2:17][C:16]3[C:11](=[CH:12][CH:13]=[CH:14][C:15]=3[CH:27]=[CH:26][C:25]3[CH:28]=[CH:29][C:22]([F:21])=[CH:23][CH:24]=3)[CH2:10]2)=[O:7])=[CH:4][CH:3]=1. The yield is 0.900. (5) The reactants are Br[C:2]1[CH:7]=[CH:6][C:5]([CH2:8][C:9]([O:11][CH3:12])=[O:10])=[C:4]([F:13])[CH:3]=1.[CH3:14][C:15]1[C:20](B(O)O)=[CH:19][CH:18]=[CH:17][N:16]=1.C(O[K])(C)=O. The catalyst is C1(C)C=CC=CC=1.C1COCC1.O.C1C=CC(P(C2C=CC=CC=2)[C-]2C=CC=C2)=CC=1.C1C=CC(P(C2C=CC=CC=2)[C-]2C=CC=C2)=CC=1.Cl[Pd]Cl.[Fe+2]. The product is [F:13][C:4]1[CH:3]=[C:2]([C:20]2[C:15]([CH3:14])=[N:16][CH:17]=[CH:18][CH:19]=2)[CH:7]=[CH:6][C:5]=1[CH2:8][C:9]([O:11][CH3:12])=[O:10]. The yield is 0.860.